Dataset: Reaction yield outcomes from USPTO patents with 853,638 reactions. Task: Predict the reaction yield, written as a fraction of the theoretical maximum amount of product (1.0 means a 100% yield; for example, 0.34 means a 34% yield). (1) The reactants are [Cl:1][C:2]1[CH:3]=[C:4]([CH:7]=[CH:8][C:9]=1[Cl:10])[CH2:5][NH2:6].[Cl:11][C:12]1[CH:17]=[N:16][CH:15]=[C:14](Cl)[N:13]=1. No catalyst specified. The product is [Cl:11][C:12]1[N:13]=[C:14]([NH:6][CH2:5][C:4]2[CH:7]=[CH:8][C:9]([Cl:10])=[C:2]([Cl:1])[CH:3]=2)[CH:15]=[N:16][CH:17]=1. The yield is 0.890. (2) The product is [OH:6][CH2:7][C:8]([CH3:34])([C:28]1[NH:32][C:31]([CH3:33])=[N:30][N:29]=1)[C:9]#[C:10][C:11]1[CH:12]=[CH:13][C:14]2[O:23][CH2:22][CH2:21][N:20]3[C:16](=[N:17][C:18]([C:24]([NH2:26])=[O:25])=[CH:19]3)[C:15]=2[CH:27]=1. The reactants are C([Si](C)(C)[O:6][CH2:7][C:8]([CH3:34])([C:28]1[NH:32][C:31]([CH3:33])=[N:30][N:29]=1)[C:9]#[C:10][C:11]1[CH:12]=[CH:13][C:14]2[O:23][CH2:22][CH2:21][N:20]3[C:16](=[N:17][C:18]([C:24]([NH2:26])=[O:25])=[CH:19]3)[C:15]=2[CH:27]=1)(C)(C)C.CCCC[N+](CCCC)(CCCC)CCCC.[F-]. The yield is 0.230. The catalyst is C1COCC1. (3) The reactants are [N+:1]([C:4]1[CH:15]=[CH:14][C:7]2[O:8][CH:9]([CH2:12][OH:13])[CH2:10][O:11][C:6]=2[CH:5]=1)([O-:3])=[O:2].[H-].[Na+].Cl[CH2:19][CH:20]1[CH2:22][CH2:21]1. The catalyst is CCCC[N+](CCCC)(CCCC)CCCC.[Br-].CN(C=O)C. The product is [CH:20]1([CH2:19][O:13][CH2:12][CH:9]2[O:8][C:7]3[CH:14]=[CH:15][C:4]([N+:1]([O-:3])=[O:2])=[CH:5][C:6]=3[O:11][CH2:10]2)[CH2:22][CH2:21]1. The yield is 0.500. (4) The reactants are Cl.Cl[C:3]1[N:16]2[C:7](=[N:8][C:9]3[C:14]([C:15]2=[O:17])=[C:13]([F:18])[CH:12]=[CH:11][CH:10]=3)[C:6]2[CH:19]=[CH:20][N:21]([S:22]([C:25]3[CH:30]=[CH:29][C:28]([CH3:31])=[CH:27][CH:26]=3)(=[O:24])=[O:23])[C:5]=2[N:4]=1.Cl.[NH2:33][C:34]1[CH:35]=[C:36]([NH:42][C:43](=[O:48])[CH2:44][N:45]([CH3:47])[CH3:46])[CH:37]=[CH:38][C:39]=1[O:40][CH3:41].[NH4+:49].[OH-].C(Cl)(Cl)Cl. The catalyst is C1COCC1.FC(F)(F)CO. The product is [CH3:46][N:45]([CH3:47])[CH2:44][C:43]([NH:42][C:36]1[CH:37]=[CH:38][C:39]([O:40][CH3:41])=[C:34]([NH:33][C:3]2[N:16]=[C:7]([NH:8][C:9]3[CH:10]=[CH:11][CH:12]=[C:13]([F:18])[C:14]=3[C:15]([NH2:49])=[O:17])[C:6]3[CH:19]=[CH:20][N:21]([S:22]([C:25]4[CH:30]=[CH:29][C:28]([CH3:31])=[CH:27][CH:26]=4)(=[O:24])=[O:23])[C:5]=3[N:4]=2)[CH:35]=1)=[O:48]. The yield is 0.670. (5) The reactants are [Cl:1][CH2:2][CH2:3][CH2:4][O:5][C:6]1[CH:7]=[CH:8][C:9]2[CH2:10][C@H:11]3[NH:22][CH2:21][CH2:20][C@@:17]4([C:18]=2[CH:19]=1)[C@H:12]3[CH2:13][CH2:14][CH2:15][CH2:16]4.Cl.C(N(CC)CC)C.[C:31](Cl)(=[O:33])[CH3:32]. The catalyst is ClCCl. The product is [Cl:1][CH2:2][CH2:3][CH2:4][O:5][C:6]1[CH:7]=[CH:8][C:9]2[CH2:10][C@H:11]3[N:22]([C:31](=[O:33])[CH3:32])[CH2:21][CH2:20][C@@:17]4([C:18]=2[CH:19]=1)[C@H:12]3[CH2:13][CH2:14][CH2:15][CH2:16]4. The yield is 0.820. (6) The reactants are ClC1N=C(Cl)C2CCN(CC3C=CC(OC)=CC=3)C=2N=1.[CH:21]([C:33]([O:35]CC)=O)([C:28]([O:30]CC)=O)[CH2:22][C:23]([O:25][CH2:26][CH3:27])=[O:24].[NH2:38][C:39]([NH2:41])=[O:40]. No catalyst specified. The product is [OH:40][C:39]1[N:41]=[C:28]([OH:30])[C:21]([CH2:22][C:23]([O:25][CH2:26][CH3:27])=[O:24])=[C:33]([OH:35])[N:38]=1. The yield is 0.350.